Dataset: Full USPTO retrosynthesis dataset with 1.9M reactions from patents (1976-2016). Task: Predict the reactants needed to synthesize the given product. (1) Given the product [CH2:8]([C:6]1[CH:7]=[C:2]([CH2:1][CH2:26][O:25][CH2:24][CH2:23][Si:22]([CH3:29])([CH3:28])[CH3:21])[N:3]=[CH:4][N:5]=1)[CH2:9][C:10]1[CH:15]=[CH:14][CH:13]=[CH:12][CH:11]=1, predict the reactants needed to synthesize it. The reactants are: [CH3:1][C:2]1[CH:7]=[C:6]([CH2:8][CH2:9][C:10]2[CH:15]=[CH:14][CH:13]=[CH:12][CH:11]=2)[N:5]=[CH:4][N:3]=1.C([Li])CCC.[CH3:21][Si:22]([CH3:29])([CH3:28])[CH2:23][CH2:24][O:25][CH2:26]Cl.[Cl-].[NH4+].CC1C=C(C(COCC[Si](C)(C)C)CC2C=CC=CC=2)N=CN=1. (2) Given the product [Br:1][C:2]1[C:14](=[O:15])[N:13]([CH:16]2[CH2:20][CH2:19][CH2:18][CH2:17]2)[C:5]2[N:6]=[C:7]([CH3:22])[N:8]=[CH:9][C:4]=2[CH:3]=1, predict the reactants needed to synthesize it. The reactants are: [Br:1][C:2]1[C:14](=[O:15])[N:13]([CH:16]2[CH2:20][CH2:19][CH2:18][CH2:17]2)[C:5]2[N:6]=[C:7](S(C)=O)[N:8]=[CH:9][C:4]=2[CH:3]=1.N[C:22]1C=CC(C(N)=O)=CN=1.O.C(OCC)C. (3) Given the product [Cl:1][C:2]1[N:3]=[N:4][C:5]([C:13]2[CH:14]=[CH:15][C:16]([CH3:18])=[CH:17][C:12]=2[F:11])=[CH:6][CH:7]=1, predict the reactants needed to synthesize it. The reactants are: [Cl:1][C:2]1[N:3]=[N:4][C:5](Cl)=[CH:6][CH:7]=1.[F-].[K+].[F:11][C:12]1[CH:17]=[C:16]([CH3:18])[CH:15]=[CH:14][C:13]=1B(O)O. (4) Given the product [Cl:2][Si:1]([CH2:40][CH2:39][CH2:38][C:35]1[CH:34]=[CH:33][C:32]([N:25]([C:26]2[CH:31]=[CH:30][CH:29]=[CH:28][CH:27]=2)[C:22]2[S:21][C:20]([C:18]3[S:19][C:15]([N:14]([C:11]4[CH:10]=[CH:9][C:8]([CH2:5][CH2:6][CH2:7][Si:1]([Cl:4])([Cl:3])[Cl:2])=[CH:13][CH:12]=4)[C:41]4[CH:42]=[CH:43][CH:44]=[CH:45][CH:46]=4)=[CH:16][CH:17]=3)=[CH:24][CH:23]=2)=[CH:37][CH:36]=1)([Cl:4])[Cl:3], predict the reactants needed to synthesize it. The reactants are: [SiH:1]([Cl:4])([Cl:3])[Cl:2].[CH2:5]([C:8]1[CH:13]=[CH:12][C:11]([N:14]([C:41]2[CH:46]=[CH:45][CH:44]=[CH:43][CH:42]=2)[C:15]2[S:19][C:18]([C:20]3[S:21][C:22]([N:25]([C:32]4[CH:37]=[CH:36][C:35]([CH2:38][CH:39]=[CH2:40])=[CH:34][CH:33]=4)[C:26]4[CH:31]=[CH:30][CH:29]=[CH:28][CH:27]=4)=[CH:23][CH:24]=3)=[CH:17][CH:16]=2)=[CH:10][CH:9]=1)[CH:6]=[CH2:7]. (5) Given the product [Si:8]([O:7][CH2:6][CH2:5][C:4]1[C:3]([CH3:18])=[C:2]([CH:17]=[CH:16][CH:15]=1)[CH:26]=[O:27])([C:11]([CH3:14])([CH3:13])[CH3:12])([CH3:10])[CH3:9], predict the reactants needed to synthesize it. The reactants are: Br[C:2]1[C:3]([CH3:18])=[C:4]([CH:15]=[CH:16][CH:17]=1)[CH2:5][CH2:6][O:7][Si:8]([C:11]([CH3:14])([CH3:13])[CH3:12])([CH3:10])[CH3:9].C([Li])CCC.CN(C)[CH:26]=[O:27]. (6) The reactants are: [CH3:1][C:2]([S:11][C:12]1[CH:17]=[CH:16][C:15]([CH2:18][NH:19][CH2:20][C:21]2[N:22]=[C:23]([CH3:26])[S:24][CH:25]=2)=[CH:14][CH:13]=1)([CH3:10])[C:3]([O:5][C:6]([CH3:9])([CH3:8])[CH3:7])=[O:4].CCN(C(C)C)C(C)C.[Cl:36][C:37]1[CH:42]=[C:41](Cl)[N:40]=[CH:39][N:38]=1. Given the product [Cl:36][C:37]1[N:38]=[CH:39][N:40]=[C:41]([N:19]([CH2:18][C:15]2[CH:14]=[CH:13][C:12]([S:11][C:2]([CH3:1])([CH3:10])[C:3]([O:5][C:6]([CH3:7])([CH3:8])[CH3:9])=[O:4])=[CH:17][CH:16]=2)[CH2:20][C:21]2[N:22]=[C:23]([CH3:26])[S:24][CH:25]=2)[CH:42]=1, predict the reactants needed to synthesize it. (7) The reactants are: [CH:1]1[N:5]2[C:6]3[C:11]([CH:12]=[CH:13][C:4]2=[N:3][C:2]=1[CH:14]=[O:15])=[CH:10][CH:9]=[CH:8][CH:7]=3.[N+:16]([C:19]1[CH:37]=[CH:36][C:22]([CH2:23][O:24][C:25]([C:27]2[N:28]3[C@H:31]([S:32][CH:33]=2)[C@@H:30]([Br:34])[C:29]3=[O:35])=[O:26])=[CH:21][CH:20]=1)([O-:18])=[O:17].[Mg+2].[Br-].[Br-].[C:41](OC(=O)C)(=[O:43])[CH3:42]. Given the product [N+:16]([C:19]1[CH:37]=[CH:36][C:22]([CH2:23][O:24][C:25]([C:27]2[N:28]3[C@H:31]([S:32][CH:33]=2)[C:30]([CH:14]([O:15][C:41](=[O:43])[CH3:42])[C:2]2[N:3]=[C:4]4[CH:13]=[CH:12][C:11]5[C:6](=[CH:7][CH:8]=[CH:9][CH:10]=5)[N:5]4[CH:1]=2)([Br:34])[C:29]3=[O:35])=[O:26])=[CH:21][CH:20]=1)([O-:18])=[O:17], predict the reactants needed to synthesize it. (8) Given the product [F:28][C:29]([F:34])([F:33])[C:30]([C:2]1[CH:7]=[CH:6][C:5]([O:8][CH3:9])=[CH:4][C:3]=1[CH2:10][CH2:11][O:12][CH:13]1[CH2:18][CH2:17][CH2:16][CH2:15][O:14]1)([OH:32])[CH3:31], predict the reactants needed to synthesize it. The reactants are: Br[C:2]1[CH:7]=[CH:6][C:5]([O:8][CH3:9])=[CH:4][C:3]=1[CH2:10][CH2:11][O:12][CH:13]1[CH2:18][CH2:17][CH2:16][CH2:15][O:14]1.C([Li])CCC.[Cl-].[Ce+3].[Cl-].[Cl-].[F:28][C:29]([F:34])([F:33])[C:30](=[O:32])[CH3:31]. (9) Given the product [N+:5]([C:8]1[CH:9]=[CH:10][C:11]([C:12](=[O:13])[CH2:1][CH3:2])=[CH:15][CH:16]=1)([O-:7])=[O:6], predict the reactants needed to synthesize it. The reactants are: [CH2:1]([Mg]Cl)[CH3:2].[N+:5]([C:8]1[CH:16]=[CH:15][C:11]([C:12](Cl)=[O:13])=[CH:10][CH:9]=1)([O-:7])=[O:6].Cl. (10) Given the product [OH:10][C:3]1([C:2]([F:1])([F:11])[F:12])[CH2:4][C:5](=[O:7])[NH:32][C:30]2[NH:29][N:28]=[C:27]([CH:24]3[CH2:25][CH2:26][N:21]([C:18]4[CH:17]=[CH:16][C:15]([C:14]([F:13])([F:34])[F:33])=[CH:20][N:19]=4)[CH2:22][CH2:23]3)[C:31]1=2, predict the reactants needed to synthesize it. The reactants are: [F:1][C:2]([F:12])([F:11])[C:3](=[O:10])[CH2:4][C:5]([O:7]CC)=O.[F:13][C:14]([F:34])([F:33])[C:15]1[CH:16]=[CH:17][C:18]([N:21]2[CH2:26][CH2:25][CH:24]([C:27]3[CH:31]=[C:30]([NH2:32])[NH:29][N:28]=3)[CH2:23][CH2:22]2)=[N:19][CH:20]=1.C(=O)(O)[O-].[Na+].